Dataset: Forward reaction prediction with 1.9M reactions from USPTO patents (1976-2016). Task: Predict the product of the given reaction. (1) Given the reactants [C:1]([O:5][CH:6]([C:11]1[C:12]([C:21]2[CH:22]=[C:23]3[C:28](=[CH:29][CH:30]=2)[O:27][CH2:26][CH2:25][CH2:24]3)=[C:13]2[CH:20]=[CH:19][NH:18][C:14]2=[N:15][C:16]=1[CH3:17])[C:7]([O:9]C)=[O:8])([CH3:4])([CH3:3])[CH3:2].[CH3:31][O:32][C:33]1[CH:40]=[CH:39][C:36]([CH2:37]Br)=[CH:35][C:34]=1[C:41]([F:44])([F:43])[F:42], predict the reaction product. The product is: [C:1]([O:5][CH:6]([C:11]1[C:12]([C:21]2[CH:22]=[C:23]3[C:28](=[CH:29][CH:30]=2)[O:27][CH2:26][CH2:25][CH2:24]3)=[C:13]2[CH:20]=[CH:19][N:18]([CH2:37][C:36]3[CH:39]=[CH:40][C:33]([O:32][CH3:31])=[C:34]([C:41]([F:42])([F:43])[F:44])[CH:35]=3)[C:14]2=[N:15][C:16]=1[CH3:17])[C:7]([OH:9])=[O:8])([CH3:2])([CH3:3])[CH3:4]. (2) The product is: [Br:18][C:19]1[CH:24]=[CH:23][C:22]([C@H:25]([N:27]2[CH2:16][CH2:15][N:4]([S:5]([C:8]3[CH:13]=[CH:12][C:11]([CH3:14])=[CH:10][CH:9]=3)(=[O:7])=[O:6])[CH2:3][CH2:2]2)[CH3:26])=[CH:21][CH:20]=1. Given the reactants Cl[CH2:2][CH2:3][N:4]([CH2:15][CH2:16]Cl)[S:5]([C:8]1[CH:13]=[CH:12][C:11]([CH3:14])=[CH:10][CH:9]=1)(=[O:7])=[O:6].[Br:18][C:19]1[CH:24]=[CH:23][C:22]([C@H:25]([NH2:27])[CH3:26])=[CH:21][CH:20]=1.CCO.O, predict the reaction product.